Dataset: Catalyst prediction with 721,799 reactions and 888 catalyst types from USPTO. Task: Predict which catalyst facilitates the given reaction. Reactant: O[C:2]([CH2:4][CH2:5][CH2:6][CH2:7][C@H:8]1[C@@H:16]2[C@@H:11]([NH:12][C:13]([NH:15]2)=[O:14])[CH2:10][S:9]1)=[O:3].O[N:18]1C(=O)[CH2:21][CH2:20][C:19]1=O.C(N)C=C.[Al].C(#N)C. Product: [CH2:19]([NH:18][C:2](=[O:3])[CH2:4][CH2:5][CH2:6][CH2:7][C@H:8]1[C@@H:16]2[C@@H:11]([NH:12][C:13]([NH:15]2)=[O:14])[CH2:10][S:9]1)[CH:20]=[CH2:21]. The catalyst class is: 18.